Dataset: Forward reaction prediction with 1.9M reactions from USPTO patents (1976-2016). Task: Predict the product of the given reaction. Given the reactants [CH3:1][S:2]([C:30]1[CH:35]=[CH:34][C:33]([CH2:36][CH2:37][C:38]([OH:40])=O)=[CH:32][CH:31]=1)(=[N:4][C:5]([C:7]1[CH:8]=[N:9][CH:10]=[C:11]([C:13]#[C:14][C:15]2[CH:20]=[CH:19][CH:18]=[C:17]([NH:21][C:22]([C:24]3[O:25][CH:26]=[CH:27][C:28]=3[CH3:29])=[O:23])[CH:16]=2)[CH:12]=1)=[O:6])=[O:3].[N:41]1([CH2:47][CH2:48][O:49][CH2:50][CH2:51][OH:52])[CH2:46][CH2:45][NH:44][CH2:43][CH2:42]1, predict the reaction product. The product is: [OH:52][CH2:51][CH2:50][O:49][CH2:48][CH2:47][N:41]1[CH2:46][CH2:45][N:44]([C:38](=[O:40])[CH2:37][CH2:36][C:33]2[CH:34]=[CH:35][C:30]([S:2]([CH3:1])(=[O:3])=[N:4][C:5](=[O:6])[C:7]3[CH:12]=[C:11]([C:13]#[C:14][C:15]4[CH:20]=[CH:19][CH:18]=[C:17]([NH:21][C:22]([C:24]5[O:25][CH:26]=[CH:27][C:28]=5[CH3:29])=[O:23])[CH:16]=4)[CH:10]=[N:9][CH:8]=3)=[CH:31][CH:32]=2)[CH2:43][CH2:42]1.